Dataset: Forward reaction prediction with 1.9M reactions from USPTO patents (1976-2016). Task: Predict the product of the given reaction. (1) Given the reactants [F:1][C:2]1[CH:3]=[C:4]([N:38]2[CH2:42][CH:41]([CH2:43][NH:44][C:45](=[O:47])[CH3:46])[O:40][C:39]2=[O:48])[CH:5]=[CH:6][C:7]=1[C:8]1[N:9]=[N:10][N:11]([CH2:13][C:14]2[N:15]=[CH:16][N:17](C(C3C=CC=CC=3)(C3C=CC=CC=3)C3C=CC=CC=3)[CH:18]=2)[CH:12]=1.FC(F)(F)C(O)=O, predict the reaction product. The product is: [F:1][C:2]1[CH:3]=[C:4]([N:38]2[CH2:42][C@H:41]([CH2:43][NH:44][C:45](=[O:47])[CH3:46])[O:40][C:39]2=[O:48])[CH:5]=[CH:6][C:7]=1[C:8]1[N:9]=[N:10][N:11]([CH2:13][C:14]2[N:15]=[CH:16][NH:17][CH:18]=2)[CH:12]=1. (2) Given the reactants [Cl:1][C:2]1[CH:7]=[CH:6][N:5]=[C:4]([NH2:8])[CH:3]=1.[C:9]([N:14]=[C:15]=[S:16])(=[O:13])[O:10][CH2:11][CH3:12], predict the reaction product. The product is: [CH2:11]([O:10][C:9]([NH:14][C:15]([NH:8][C:4]1[CH:3]=[C:2]([Cl:1])[CH:7]=[CH:6][N:5]=1)=[S:16])=[O:13])[CH3:12]. (3) Given the reactants [OH:1][C:2]1[CH:22]=[CH:21][CH:20]=[CH:19][C:3]=1[CH2:4][NH:5][C:6]([NH:8][C:9]1[O:10][C:11]([C:15]([OH:18])([CH3:17])[CH3:16])=[C:12]([CH3:14])[N:13]=1)=[O:7].[Cl:23][C:24]1[N:29]=[C:28](Cl)[CH:27]=[CH:26][N:25]=1.[OH-].[Na+], predict the reaction product. The product is: [Cl:23][C:24]1[N:29]=[C:28]([O:1][C:2]2[CH:22]=[CH:21][CH:20]=[CH:19][C:3]=2[CH2:4][NH:5][C:6]([NH:8][C:9]2[O:10][C:11]([C:15]([OH:18])([CH3:17])[CH3:16])=[C:12]([CH3:14])[N:13]=2)=[O:7])[CH:27]=[CH:26][N:25]=1. (4) Given the reactants [CH:1]([C:3]1[CH:8]=[CH:7][C:6]([CH2:9][N:10]2[CH2:15][CH2:14][N:13]([C:16]3[C:21]([C:22]([O:24][CH:25]([CH3:27])[CH3:26])=[O:23])=[CH:20][CH:19]=[CH:18][N:17]=3)[CH2:12][CH2:11]2)=[CH:5][CH:4]=1)=O.[Cl:28][C:29]1[CH:34]=[CH:33][CH:32]=[C:31]([F:35])[C:30]=1[CH2:36][NH:37][CH2:38][CH2:39][CH2:40][N:41]1[CH2:45][CH2:44][CH2:43][C:42]1=[O:46].C(O)(=O)C.C(O[BH-](OC(=O)C)OC(=O)C)(=O)C.[Na+], predict the reaction product. The product is: [Cl:28][C:29]1[CH:34]=[CH:33][CH:32]=[C:31]([F:35])[C:30]=1[CH2:36][N:37]([CH2:1][C:3]1[CH:8]=[CH:7][C:6]([CH2:9][N:10]2[CH2:11][CH2:12][N:13]([C:16]3[C:21]([C:22]([O:24][CH:25]([CH3:27])[CH3:26])=[O:23])=[CH:20][CH:19]=[CH:18][N:17]=3)[CH2:14][CH2:15]2)=[CH:5][CH:4]=1)[CH2:38][CH2:39][CH2:40][N:41]1[CH2:45][CH2:44][CH2:43][C:42]1=[O:46].